This data is from Full USPTO retrosynthesis dataset with 1.9M reactions from patents (1976-2016). The task is: Predict the reactants needed to synthesize the given product. (1) Given the product [CH3:25][C:24]1[CH:23]=[CH:22][C:21]([NH:26][C:27](=[O:38])[C:28]2[CH:33]=[CH:32][CH:31]=[C:30]([C:34]([F:35])([F:36])[F:37])[CH:29]=2)=[CH:20][C:19]=1[NH:18][C:2]1[N:7]=[C:6]([C:8]2[CH:9]=[N:10][CH:11]=[CH:12][CH:13]=2)[N:5]=[C:4]2[N:14]([CH3:17])[N:15]=[CH:16][C:3]=12, predict the reactants needed to synthesize it. The reactants are: Cl[C:2]1[N:7]=[C:6]([C:8]2[CH:9]=[N:10][CH:11]=[CH:12][CH:13]=2)[N:5]=[C:4]2[N:14]([CH3:17])[N:15]=[CH:16][C:3]=12.[NH2:18][C:19]1[CH:20]=[C:21]([NH:26][C:27](=[O:38])[C:28]2[CH:33]=[CH:32][CH:31]=[C:30]([C:34]([F:37])([F:36])[F:35])[CH:29]=2)[CH:22]=[CH:23][C:24]=1[CH3:25]. (2) Given the product [O:26]1[CH2:3][CH:2]1[CH2:1][C:4]1([OH:17])[CH2:9][CH2:8][N:7]([C:10]([O:12][C:13]([CH3:16])([CH3:15])[CH3:14])=[O:11])[CH2:6][CH2:5]1, predict the reactants needed to synthesize it. The reactants are: [CH2:1]([C:4]1([OH:17])[CH2:9][CH2:8][N:7]([C:10]([O:12][C:13]([CH3:16])([CH3:15])[CH3:14])=[O:11])[CH2:6][CH2:5]1)[CH:2]=[CH2:3].ClC1C=CC=C(C(OO)=[O:26])C=1.C(=O)([O-])O.[Na+].S(S([O-])=O)([O-])(=O)=O.[Na+].[Na+]. (3) Given the product [C:9]([O:3][C@H:2]([C@@H:4]([CH2:6][O:7][C:9](=[O:28])[CH2:10][CH2:11][CH2:12][CH2:13][CH2:14][CH2:15][CH2:16]/[CH:17]=[CH:18]\[CH2:19][CH2:20][CH2:21][CH2:22][CH2:23][CH2:24][CH2:25][CH3:26])[O:5][C:9](=[O:28])[CH2:10][CH2:11][CH2:12][CH2:13][CH2:14][CH2:15][CH2:16]/[CH:17]=[CH:18]\[CH2:19][CH2:20][CH2:21][CH2:22][CH2:23][CH2:24][CH2:25][CH3:26])[CH2:1][O:8][C:9](=[O:28])[CH2:10][CH2:11][CH2:12][CH2:13][CH2:14][CH2:15][CH2:16]/[CH:17]=[CH:18]\[CH2:19][CH2:20][CH2:21][CH2:22][CH2:23][CH2:24][CH2:25][CH3:26])(=[O:28])[CH2:10][CH2:11][CH2:12][CH2:13][CH2:14][CH2:15][CH2:16]/[CH:17]=[CH:18]\[CH2:19][CH2:20][CH2:21][CH2:22][CH2:23][CH2:24][CH2:25][CH3:26], predict the reactants needed to synthesize it. The reactants are: [CH2:1]([OH:8])[C@@H:2]([C@@H:4]([CH2:6][OH:7])[OH:5])[OH:3].[C:9]([O:28]C)(=O)[CH2:10][CH2:11][CH2:12][CH2:13][CH2:14][CH2:15][CH2:16]/[CH:17]=[CH:18]\[CH2:19][CH2:20][CH2:21][CH2:22][CH2:23][CH2:24][CH2:25][CH3:26]. (4) Given the product [CH3:22][O:23][C:24](=[O:35])[C:25]1[CH:30]=[CH:29][C:28]([NH:31][C:32]([N:5]([CH2:1][CH2:2][CH2:3][CH3:4])[C:6]2[N:7]([C:15]3[CH:20]=[CH:19][C:18]([Cl:21])=[CH:17][CH:16]=3)[N:8]=[C:9]3[C:14]=2[CH:13]=[CH:12][CH:11]=[CH:10]3)=[O:33])=[C:27]([Cl:34])[CH:26]=1, predict the reactants needed to synthesize it. The reactants are: [CH2:1]([NH:5][C:6]1[N:7]([C:15]2[CH:20]=[CH:19][C:18]([Cl:21])=[CH:17][CH:16]=2)[N:8]=[C:9]2[C:14]=1[CH:13]=[CH:12][CH:11]=[CH:10]2)[CH2:2][CH2:3][CH3:4].[CH3:22][O:23][C:24](=[O:35])[C:25]1[CH:30]=[CH:29][C:28]([N:31]=[C:32]=[O:33])=[C:27]([Cl:34])[CH:26]=1. (5) Given the product [Cl:1][C:2]1[CH:3]=[CH:4][C:5]([CH2:6][N:7]2[C:12]([S:13][CH3:14])=[N:11][C:10](=[O:15])[N:9]([CH2:36][C:37]([O:39][CH3:40])=[O:38])[C:8]2=[O:16])=[CH:17][CH:18]=1, predict the reactants needed to synthesize it. The reactants are: [Cl:1][C:2]1[CH:18]=[CH:17][C:5]([CH2:6][N:7]2[C:12]([S:13][CH3:14])=[N:11][C:10](=[O:15])[NH:9][C:8]2=[O:16])=[CH:4][CH:3]=1.C1COCC1.C1CCN2C(=NCCC2)CC1.Br[CH2:36][C:37]([O:39][CH3:40])=[O:38]. (6) The reactants are: [C:1]([O:5][C:6]([N:8]1[CH2:12][CH:11]([CH2:13][OH:14])[CH:10]2[O:15][CH2:16][C:17]([O:20][CH3:21])([O:18][CH3:19])[CH:9]12)=[O:7])([CH3:4])([CH3:3])[CH3:2].CC(OI1(OC(C)=O)(OC(C)=O)OC(=O)C2C=CC=CC1=2)=O. Given the product [C:1]([O:5][C:6]([N:8]1[CH2:12][CH:11]([CH:13]=[O:14])[CH:10]2[O:15][CH2:16][C:17]([O:20][CH3:21])([O:18][CH3:19])[CH:9]12)=[O:7])([CH3:4])([CH3:3])[CH3:2], predict the reactants needed to synthesize it. (7) Given the product [CH2:17]([NH:16][C:15](=[O:19])[NH:14][C:12]1[CH:13]=[C:8]([NH:1][C:2]2[CH:3]=[CH:4][CH:5]=[CH:6][CH:7]=2)[C:9]([C:20]([N:25]([O:26][CH3:32])[CH3:24])=[O:22])=[CH:10][N:11]=1)[CH3:18], predict the reactants needed to synthesize it. The reactants are: [NH:1]([C:8]1[CH:13]=[C:12]([NH:14][C:15](=[O:19])[NH:16][CH2:17][CH3:18])[N:11]=[CH:10][C:9]=1[C:20]([OH:22])=O)[C:2]1[CH:7]=[CH:6][CH:5]=[CH:4][CH:3]=1.Cl.[CH3:24][N:25](C)[OH:26].ON1C2C=CC=C[C:32]=2N=N1.Cl.C(N=C=NCCCN(C)C)C. (8) Given the product [F:27][C:26]1[CH:25]=[CH:24][C:11]([CH2:12][C:13]2[C:22]3[C:17](=[CH:18][CH:19]=[CH:20][CH:21]=3)[C:16](=[O:23])[NH:15][N:14]=2)=[CH:10][C:9]=1[C:7]([N:4]1[CH2:5][CH2:6][C@H:2]([NH:1][CH2:34][C:29]2[CH:30]=[CH:31][CH:32]=[CH:33][N:28]=2)[CH2:3]1)=[O:8], predict the reactants needed to synthesize it. The reactants are: [NH2:1][C@H:2]1[CH2:6][CH2:5][N:4]([C:7]([C:9]2[CH:10]=[C:11]([CH:24]=[CH:25][C:26]=2[F:27])[CH2:12][C:13]2[C:22]3[C:17](=[CH:18][CH:19]=[CH:20][CH:21]=3)[C:16](=[O:23])[NH:15][N:14]=2)=[O:8])[CH2:3]1.[N:28]1[CH:33]=[CH:32][CH:31]=[CH:30][C:29]=1[CH:34]=O.C(O[BH-](OC(=O)C)OC(=O)C)(=O)C.[Na+].